From a dataset of Full USPTO retrosynthesis dataset with 1.9M reactions from patents (1976-2016). Predict the reactants needed to synthesize the given product. (1) Given the product [Na+:35].[CH2:1]([O:3][CH:4]([CH2:8][C:9]1[CH:10]=[CH:11][C:12]([O:15][CH2:16][CH2:17][N:18]2[C:23](=[O:24])[CH:22]=[C:21]([C:25]3[CH:30]=[CH:29][CH:28]=[CH:27][CH:26]=3)[N:20]=[C:19]2[CH2:31][CH3:32])=[CH:13][CH:14]=1)[C:5]([O-:7])=[O:6])[CH3:2], predict the reactants needed to synthesize it. The reactants are: [CH2:1]([O:3][CH:4]([CH2:8][C:9]1[CH:14]=[CH:13][C:12]([O:15][CH2:16][CH2:17][N:18]2[C:23](=[O:24])[CH:22]=[C:21]([C:25]3[CH:30]=[CH:29][CH:28]=[CH:27][CH:26]=3)[N:20]=[C:19]2[CH2:31][CH3:32])=[CH:11][CH:10]=1)[C:5]([OH:7])=[O:6])[CH3:2].C[O-].[Na+:35]. (2) Given the product [F:39][C:26]1[CH:27]=[C:28]([N:33]2[CH:37]=[N:36][C:35]([CH3:38])=[N:34]2)[C:29]([O:31][CH3:32])=[CH:30][C:25]=1[NH:24][C:21]1[N:20]=[C:19]2[CH:6]([C:7]3[CH:12]=[CH:11][C:10]([O:13][CH2:14][C:15]([F:18])([F:17])[F:16])=[CH:9][CH:8]=3)[CH2:5][CH2:4][CH2:3][CH2:2][N:23]2[N:22]=1, predict the reactants needed to synthesize it. The reactants are: Cl[CH2:2][CH2:3][CH2:4][CH2:5][CH:6]([C:19]1[NH:23][N:22]=[C:21]([NH:24][C:25]2[CH:30]=[C:29]([O:31][CH3:32])[C:28]([N:33]3[CH:37]=[N:36][C:35]([CH3:38])=[N:34]3)=[CH:27][C:26]=2[F:39])[N:20]=1)[C:7]1[CH:12]=[CH:11][C:10]([O:13][CH2:14][C:15]([F:18])([F:17])[F:16])=[CH:9][CH:8]=1.[I-].[Na+]. (3) Given the product [CH:15]1[N:6]2[C:5]3[CH:13]=[CH:14][CH:2]=[CH:3][C:4]=3[N:10]=[CH:9][CH2:8][C:7]2=[N:19][N:18]=1, predict the reactants needed to synthesize it. The reactants are: Br[C:2]1[CH:14]=[CH:13][C:5]2[NH:6][C:7](=S)[CH:8](C)[CH2:9][NH:10][C:4]=2[CH:3]=1.[C:15]([NH:18][NH2:19])(=O)C. (4) Given the product [CH2:18]([C:15]1[C:14]([C:20]#[N:21])=[C:13]2[NH:12][C:33]([C:29]3[CH:28]=[C:27]4[C:32](=[CH:31][CH:30]=3)[N:24]([CH2:22][CH3:23])[N:25]=[CH:26]4)=[CH:34][C:35](=[O:36])[N:17]2[N:16]=1)[CH3:19], predict the reactants needed to synthesize it. The reactants are: CC1C=CC(S(O)(=O)=O)=CC=1.[NH2:12][C:13]1[NH:17][N:16]=[C:15]([CH2:18][CH3:19])[C:14]=1[C:20]#[N:21].[CH2:22]([N:24]1[C:32]2[C:27](=[CH:28][C:29]([C:33](=O)[CH2:34][C:35](OCC)=[O:36])=[CH:30][CH:31]=2)[CH:26]=[N:25]1)[CH3:23]. (5) Given the product [F:18][C:19]1[CH:24]=[C:23]([F:25])[CH:22]=[CH:21][C:20]=1[C:2]1[N:6]2[C:7]3[C:12]([N:13]=[C:14]([CH3:15])[C:5]2=[C:4]([CH3:17])[N:3]=1)=[CH:11][CH:10]=[C:9]([F:16])[CH:8]=3, predict the reactants needed to synthesize it. The reactants are: Br[C:2]1[N:6]2[C:7]3[C:12]([N:13]=[C:14]([CH3:15])[C:5]2=[C:4]([CH3:17])[N:3]=1)=[CH:11][CH:10]=[C:9]([F:16])[CH:8]=3.[F:18][C:19]1[CH:24]=[C:23]([F:25])[CH:22]=[CH:21][C:20]=1B(O)O.C([O-])([O-])=O.[K+].[K+]. (6) Given the product [NH2:21][C:22]1[C:27]([C:28]#[N:29])=[C:26]([O:30][CH2:31][CH3:32])[N:25]=[C:24]([NH:33][C:12](=[O:14])[CH2:11][C:4]2[CH:5]=[CH:6][CH:7]=[C:8]([O:9][CH3:10])[C:3]=2[O:2][CH3:1])[CH:23]=1, predict the reactants needed to synthesize it. The reactants are: [CH3:1][O:2][C:3]1[C:8]([O:9][CH3:10])=[CH:7][CH:6]=[CH:5][C:4]=1[CH2:11][C:12]([OH:14])=O.C(Cl)(=O)C(Cl)=O.[NH2:21][C:22]1[C:27]([C:28]#[N:29])=[C:26]([O:30][CH2:31][CH3:32])[N:25]=[C:24]([NH2:33])[CH:23]=1.NC1C(N)=NC=CC=1. (7) Given the product [F:14][CH:13]([F:15])[O:1][C:2]1[CH:3]=[C:4]2[C:8](=[CH:9][CH:10]=1)[C:7](=[O:11])[CH2:6][CH2:5]2, predict the reactants needed to synthesize it. The reactants are: [OH:1][C:2]1[CH:3]=[C:4]2[C:8](=[CH:9][CH:10]=1)[C:7](=[O:11])[CH2:6][CH2:5]2.Cl[C:13](C(O[Na])=O)([F:15])[F:14].C([O-])([O-])=O.[K+].[K+]. (8) Given the product [C:46]([NH:48][C:36]1[CH:37]=[C:38]([NH:42][C:18]2[N:17]=[CH:16][C:15]3=[CH:14][CH:13]=[C:12]([C:8]4[CH:7]=[C:6]([NH:5][C:3](=[O:4])[C:2]([CH3:24])([CH3:23])[CH3:1])[CH:11]=[CH:10][CH:9]=4)[N:20]3[N:19]=2)[CH:39]=[CH:40][CH:41]=1)(=[O:56])[CH3:47], predict the reactants needed to synthesize it. The reactants are: [CH3:1][C:2]([CH3:24])([CH3:23])[C:3]([NH:5][C:6]1[CH:11]=[CH:10][CH:9]=[C:8]([C:12]2[N:20]3[C:15]([CH:16]=[N:17][C:18](SC)=[N:19]3)=[CH:14][CH:13]=2)[CH:7]=1)=[O:4].CSC1N=CC2=CC=C([C:36]3[CH:37]=[C:38]([NH2:42])[CH:39]=[CH:40][CH:41]=3)N2N=1.C(Cl)Cl.[CH2:46]([N:48](CC)CC)[CH3:47].CC(C)(C)C(Cl)=[O:56]. (9) Given the product [Cl:1][C:2]1[CH:7]=[CH:6][C:5]([C@H:8]2[C@H:13]([OH:14])[C@@H:12]([OH:15])[C@H:11]([OH:16])[C@@H:10]([CH2:17][OH:18])[O:9]2)=[CH:4][C:3]=1[CH2:19][C:20]1[CH:21]=[CH:22][C:23]([O:26][CH2:44][C:45]#[C:46][CH:47]2[CH2:49][CH2:48]2)=[CH:24][CH:25]=1, predict the reactants needed to synthesize it. The reactants are: [Cl:1][C:2]1[CH:7]=[CH:6][C:5]([C@H:8]2[C@H:13]([OH:14])[C@@H:12]([OH:15])[C@H:11]([OH:16])[C@@H:10]([CH2:17][OH:18])[O:9]2)=[CH:4][C:3]=1[CH2:19][C:20]1[CH:25]=[CH:24][C:23]([OH:26])=[CH:22][CH:21]=1.C([O-])([O-])=O.[Cs+].[Cs+].CC1C=CC(S(O[CH2:44][C:45]#[C:46][CH:47]2[CH2:49][CH2:48]2)(=O)=O)=CC=1.